Dataset: Peptide-MHC class I binding affinity with 185,985 pairs from IEDB/IMGT. Task: Regression. Given a peptide amino acid sequence and an MHC pseudo amino acid sequence, predict their binding affinity value. This is MHC class I binding data. (1) The MHC is HLA-B46:01 with pseudo-sequence HLA-B46:01. The peptide sequence is YYAVVPLVY. The binding affinity (normalized) is 0.158. (2) The peptide sequence is KLWASFFQG. The MHC is HLA-A02:11 with pseudo-sequence HLA-A02:11. The binding affinity (normalized) is 0.898. (3) The peptide sequence is SLSAYIIRVT. The MHC is HLA-A02:01 with pseudo-sequence HLA-A02:01. The binding affinity (normalized) is 0.336. (4) The peptide sequence is IVTRIVELL. The MHC is HLA-B07:02 with pseudo-sequence HLA-B07:02. The binding affinity (normalized) is 0. (5) The peptide sequence is LCSEKPVMHY. The MHC is HLA-A24:02 with pseudo-sequence HLA-A24:02. The binding affinity (normalized) is 0.